From a dataset of Peptide-MHC class I binding affinity with 185,985 pairs from IEDB/IMGT. Regression. Given a peptide amino acid sequence and an MHC pseudo amino acid sequence, predict their binding affinity value. This is MHC class I binding data. (1) The peptide sequence is EEINREAVNHL. The MHC is Mamu-B01 with pseudo-sequence Mamu-B01. The binding affinity (normalized) is 0. (2) The peptide sequence is RTPKKAKAN. The MHC is Mamu-A01 with pseudo-sequence Mamu-A01. The binding affinity (normalized) is 0.338. (3) The peptide sequence is YELLRYNEY. The MHC is HLA-A30:01 with pseudo-sequence HLA-A30:01. The binding affinity (normalized) is 0.0847. (4) The peptide sequence is KRYTTGGT. The MHC is HLA-B27:05 with pseudo-sequence HLA-B27:05. The binding affinity (normalized) is 0.507.